The task is: Predict the reaction yield, written as a fraction of the theoretical maximum amount of product (1.0 means a 100% yield; for example, 0.34 means a 34% yield).. This data is from Reaction yield outcomes from USPTO patents with 853,638 reactions. (1) The reactants are [C:1]1([C:7]([CH:9]=O)=O)[CH:6]=[CH:5][CH:4]=[CH:3][CH:2]=1.[NH2:11][C@H:12]([C:14]([NH2:16])=[O:15])[CH3:13].[OH-].[Na+]. The catalyst is CO. The product is [CH3:13][C:12]1[C:14](=[O:15])[NH:16][CH:9]=[C:7]([C:1]2[CH:2]=[CH:3][CH:4]=[CH:5][CH:6]=2)[N:11]=1. The yield is 0.180. (2) The catalyst is CN(C=O)C.C(OCC)(=O)C. The product is [CH3:33][O:32][C:30](=[O:31])[CH2:29][O:18][C:15]1[CH:14]=[CH:13][C:12]([CH2:11][CH2:10][CH2:9][CH2:8][NH:7][C:6]([O:5][C:1]([CH3:4])([CH3:2])[CH3:3])=[O:19])=[CH:17][CH:16]=1. The yield is 1.00. The reactants are [C:1]([O:5][C:6](=[O:19])[NH:7][CH2:8][CH2:9][CH2:10][CH2:11][C:12]1[CH:17]=[CH:16][C:15]([OH:18])=[CH:14][CH:13]=1)([CH3:4])([CH3:3])[CH3:2].C(=O)([O-])[O-].[K+].[K+].[I-].[Na+].Br[CH2:29][C:30]([O:32][CH3:33])=[O:31]. (3) The reactants are [N+:1]([C:4]1[CH:9]=[CH:8][C:7]([OH:10])=[CH:6][CH:5]=1)([O-:3])=[O:2].Cl[CH2:12][C:13]1[O:17][N:16]=[C:15]([C:18]2[CH:23]=[CH:22][CH:21]=[CH:20][CH:19]=2)[N:14]=1.C([O-])([O-])=O.[K+].[K+]. The catalyst is CC(C)=O. The product is [N+:1]([C:4]1[CH:9]=[CH:8][C:7]([O:10][CH2:12][C:13]2[O:17][N:16]=[C:15]([C:18]3[CH:19]=[CH:20][CH:21]=[CH:22][CH:23]=3)[N:14]=2)=[CH:6][CH:5]=1)([O-:3])=[O:2]. The yield is 0.920. (4) The reactants are Br[C:2]1[N:3]=[C:4]2[C:10]([C:11]([NH:13][C:14]([CH3:17])([CH3:16])[CH3:15])=[O:12])=[CH:9][N:8]([CH2:18][O:19][CH2:20][CH2:21][Si:22]([CH3:25])([CH3:24])[CH3:23])[C:5]2=[N:6][CH:7]=1.[CH3:26][C:27]1[CH:31]=[C:30]([NH2:32])[O:29][N:28]=1.CC1(C)C2C(=C(P(C3C=CC=CC=3)C3C=CC=CC=3)C=CC=2)OC2C(P(C3C=CC=CC=3)C3C=CC=CC=3)=CC=CC1=2.C(=O)([O-])[O-].[Cs+].[Cs+]. The catalyst is O1CCOCC1.C1C=CC(/C=C/C(/C=C/C2C=CC=CC=2)=O)=CC=1.C1C=CC(/C=C/C(/C=C/C2C=CC=CC=2)=O)=CC=1.C1C=CC(/C=C/C(/C=C/C2C=CC=CC=2)=O)=CC=1.[Pd].[Pd]. The product is [C:14]([NH:13][C:11]([C:10]1[C:4]2[C:5](=[N:6][CH:7]=[C:2]([NH:32][C:30]3[O:29][N:28]=[C:27]([CH3:26])[CH:31]=3)[N:3]=2)[N:8]([CH2:18][O:19][CH2:20][CH2:21][Si:22]([CH3:25])([CH3:24])[CH3:23])[CH:9]=1)=[O:12])([CH3:17])([CH3:16])[CH3:15]. The yield is 0.254. (5) The reactants are [Br:1][C:2]1[CH:7]=[CH:6][C:5]([F:8])=[CH:4][C:3]=1[F:9].OS(O)(=O)=O.[N+:15]([O-])([OH:17])=[O:16]. No catalyst specified. The product is [Br:1][C:2]1[CH:7]=[C:6]([N+:15]([O-:17])=[O:16])[C:5]([F:8])=[CH:4][C:3]=1[F:9]. The yield is 0.950. (6) The reactants are [OH-].[K+].C([O:5][C:6](=[O:32])[C:7]1[C:12]([O:13][C:14]2[CH:19]=[CH:18][C:17]3[O:20][CH2:21][O:22][C:16]=3[CH:15]=2)=[CH:11][CH:10]=[CH:9][C:8]=1[O:23][C:24]1[CH:29]=[CH:28][CH:27]=[C:26]([O:30][CH3:31])[CH:25]=1)C. The catalyst is CO. The product is [CH2:21]1[O:20][C:17]2[CH:18]=[CH:19][C:14]([O:13][C:12]3[CH:11]=[CH:10][CH:9]=[C:8]([O:23][C:24]4[CH:29]=[CH:28][CH:27]=[C:26]([O:30][CH3:31])[CH:25]=4)[C:7]=3[C:6]([OH:32])=[O:5])=[CH:15][C:16]=2[O:22]1. The yield is 0.670. (7) The reactants are [Cl:1][C:2]1[C:3]([N+:13]([O-:15])=[O:14])=[CH:4][C:5]2[O:10][CH2:9][C:8](=[O:11])[NH:7][C:6]=2[CH:12]=1.C([O-])([O-])=O.[Cs+].[Cs+].[Cl:22][CH2:23][CH2:24][CH2:25]I. The catalyst is CCCCCCC.CCOC(C)=O. The product is [Cl:1][C:2]1[C:3]([N+:13]([O-:15])=[O:14])=[CH:4][C:5]2[O:10][CH2:9][C:8](=[O:11])[N:7]([CH2:25][CH2:24][CH2:23][Cl:22])[C:6]=2[CH:12]=1. The yield is 0.360.